Predict which catalyst facilitates the given reaction. From a dataset of Catalyst prediction with 721,799 reactions and 888 catalyst types from USPTO. (1) Reactant: [F:1][C:2]1[CH:16]=[CH:15][CH:14]=[CH:13][C:3]=1[CH2:4][C:5]1[O:9][N:8]=[C:7]([C:10]([OH:12])=O)[CH:6]=1.ON1C2C=CC=CC=2N=N1.Cl.C(N=C=NCCCN(C)C)C.C(N(CC)CC)C.[O:46]1[CH2:50][CH2:49][CH:48]([CH2:51][NH2:52])[CH2:47]1. Product: [O:46]1[CH2:50][CH2:49][CH:48]([CH2:51][NH:52][C:10]([C:7]2[CH:6]=[C:5]([CH2:4][C:3]3[CH:13]=[CH:14][CH:15]=[CH:16][C:2]=3[F:1])[O:9][N:8]=2)=[O:12])[CH2:47]1. The catalyst class is: 408. (2) Product: [N:1]([CH2:4][CH2:5][O:6][CH2:7][CH2:8][O:9][CH2:10][CH2:11][O:12][CH2:13][CH2:14][NH:15][S:16]([C:19]1[CH:41]=[CH:40][C:22]([O:23][C:24]2[C:29]([F:30])=[CH:28][C:27](/[CH:31]=[C:32](\[CH3:38])/[C:33]([N:42]=[C:43]([NH2:45])[NH2:44])=[O:35])=[CH:26][C:25]=2[F:39])=[CH:21][CH:20]=1)(=[O:18])=[O:17])=[N+:2]=[N-:3]. Reactant: [N:1]([CH2:4][CH2:5][O:6][CH2:7][CH2:8][O:9][CH2:10][CH2:11][O:12][CH2:13][CH2:14][NH:15][S:16]([C:19]1[CH:41]=[CH:40][C:22]([O:23][C:24]2[C:29]([F:30])=[CH:28][C:27](/[CH:31]=[C:32](\[CH3:38])/[C:33]([O:35]CC)=O)=[CH:26][C:25]=2[F:39])=[CH:21][CH:20]=1)(=[O:18])=[O:17])=[N+:2]=[N-:3].[NH2:42][C:43]([NH2:45])=[NH:44].NCCOCCOCCOCCNS(C1C=CC(OC2C(F)=CC(/C=C(\C)/C(N=C(N)N)=O)=CC=2F)=CC=1)(=O)=O. The catalyst class is: 6. (3) Reactant: [NH2:1][C:2]1[CH:7]=[CH:6][C:5]([CH2:8][C:9]#[N:10])=[CH:4][CH:3]=1.[N-:11]=[N+:12]=[N-:13].[Na+].[Cl-].[NH4+].C(Cl)Cl. The catalyst class is: 18. Product: [NH:11]1[C:9]([CH2:8][C:5]2[CH:6]=[CH:7][C:2]([NH2:1])=[CH:3][CH:4]=2)=[N:10][N:13]=[N:12]1. (4) Reactant: C1(=O)NC(=O)C2=CC=CC=C12.[N:12]1([CH2:17][CH2:18][CH2:19][CH2:20][CH2:21][N:22]2C(=O)C3C(=CC=CC=3)C2=O)[CH:16]=[CH:15][CH:14]=[N:13]1.NN.Cl. Product: [N:12]1([CH2:17][CH2:18][CH2:19][CH2:20][CH2:21][NH2:22])[CH:16]=[CH:15][CH:14]=[N:13]1. The catalyst class is: 5. (5) Reactant: Cl.Cl.[CH:3]1([NH:8][C:9]2[N:14]3[N:15]=[C:16]([C:30]4[CH:35]=[CH:34][C:33]([F:36])=[CH:32][CH:31]=4)[C:17]([C:18]4[CH:23]=[CH:22][N:21]=[C:20]([NH:24][CH:25]5[CH2:29][CH2:28][CH2:27][CH2:26]5)[N:19]=4)=[C:13]3[CH:12]=[CH:11][C:10]=2[C:37]([OH:39])=O)[CH2:7][CH2:6][CH2:5][CH2:4]1.S(Cl)(Cl)=O.[NH:44]1[CH2:48][CH2:47][CH2:46][CH2:45]1. Product: [CH:3]1([NH:8][C:9]2[N:14]3[N:15]=[C:16]([C:30]4[CH:31]=[CH:32][C:33]([F:36])=[CH:34][CH:35]=4)[C:17]([C:18]4[CH:23]=[CH:22][N:21]=[C:20]([NH:24][CH:25]5[CH2:29][CH2:28][CH2:27][CH2:26]5)[N:19]=4)=[C:13]3[CH:12]=[CH:11][C:10]=2[C:37]([N:44]2[CH2:48][CH2:47][CH2:46][CH2:45]2)=[O:39])[CH2:4][CH2:5][CH2:6][CH2:7]1. The catalyst class is: 4. (6) Reactant: [CH3:1][CH2:2][C:3]1[CH:8]=[C:7]([C:9]([NH2:11])=S)[CH:6]=[CH:5][N:4]=1. Product: [CH2:2]([C:3]1[CH:8]=[C:7]([CH2:9][NH2:11])[CH:6]=[CH:5][N:4]=1)[CH3:1]. The catalyst class is: 94.